This data is from Forward reaction prediction with 1.9M reactions from USPTO patents (1976-2016). The task is: Predict the product of the given reaction. Given the reactants [F:1][C:2]1[CH:7]=[CH:6][C:5]([C:8]2([OH:22])[CH2:13][CH2:12][C:11]([C:16]3[CH:21]=[CH:20][CH:19]=[CH:18][CH:17]=3)([C:14]#[N:15])[CH2:10][CH2:9]2)=[CH:4][CH:3]=1.Br[CH2:24][CH2:25][CH:26]1[CH2:28][CH2:27]1.[H-].[Na+].O, predict the reaction product. The product is: [CH:26]1([CH2:25][CH2:24][O:22][C:8]2([C:5]3[CH:4]=[CH:3][C:2]([F:1])=[CH:7][CH:6]=3)[CH2:13][CH2:12][C:11]([C:16]3[CH:17]=[CH:18][CH:19]=[CH:20][CH:21]=3)([C:14]#[N:15])[CH2:10][CH2:9]2)[CH2:28][CH2:27]1.